Task: Predict the reactants needed to synthesize the given product.. Dataset: Full USPTO retrosynthesis dataset with 1.9M reactions from patents (1976-2016) (1) The reactants are: [CH:1]1([N:7]2[C:10](=[O:11])[C:9]([CH3:13])([CH3:12])[NH:8]2)[CH2:6][CH2:5][CH2:4][CH2:3][CH2:2]1.[CH3:14][C:15]1[CH:23]=[C:22]([CH3:24])[CH:21]=[CH:20][C:16]=1[C:17](Cl)=[O:18]. Given the product [CH:1]1([N:7]2[C:10](=[O:11])[C:9]([CH3:13])([CH3:12])[N:8]2[C:17]([C:16]2[CH:20]=[CH:21][C:22]([CH3:24])=[CH:23][C:15]=2[CH3:14])=[O:18])[CH2:2][CH2:3][CH2:4][CH2:5][CH2:6]1, predict the reactants needed to synthesize it. (2) Given the product [CH:20]1([C:23]2[CH:24]=[C:25]([NH:34][C:2]3[N:7]=[C:6]([NH:8][CH:9]4[CH2:14][C:13]([CH3:16])([CH3:15])[NH:12][C:11]([CH3:18])([CH3:17])[CH2:10]4)[C:5]([F:19])=[CH:4][N:3]=3)[CH:26]=[C:27]([N:29]3[CH:33]=[N:32][N:31]=[N:30]3)[CH:28]=2)[CH2:22][CH2:21]1, predict the reactants needed to synthesize it. The reactants are: Cl[C:2]1[N:7]=[C:6]([NH:8][CH:9]2[CH2:14][C:13]([CH3:16])([CH3:15])[NH:12][C:11]([CH3:18])([CH3:17])[CH2:10]2)[C:5]([F:19])=[CH:4][N:3]=1.[CH:20]1([C:23]2[CH:24]=[C:25]([NH2:34])[CH:26]=[C:27]([N:29]3[CH:33]=[N:32][N:31]=[N:30]3)[CH:28]=2)[CH2:22][CH2:21]1.S(O)(C1C=CC(C)=CC=1)(=O)=O. (3) Given the product [N:18]([C@@:11]1([C:7]2[CH:8]=[CH:9][CH:10]=[C:5]([Br:4])[CH:6]=2)[CH2:12][CH2:13][O:14][CH2:15][C@@H:16]1[OH:17])=[N+:19]=[N-:20], predict the reactants needed to synthesize it. The reactants are: O.[Cl-].[NH4+].[Br:4][C:5]1[CH:6]=[C:7]([C:11]23[O:17][CH:16]2[CH2:15][O:14][CH2:13][CH2:12]3)[CH:8]=[CH:9][CH:10]=1.[N-:18]=[N+:19]=[N-:20].[Na+].